Task: Predict the product of the given reaction.. Dataset: Forward reaction prediction with 1.9M reactions from USPTO patents (1976-2016) (1) Given the reactants CN(C)[CH:3]1[C:14]2[C:6](=[CH:7][CH:8]=[C:9]3[C:13]=2[S:12](=C)[CH:11]=[N:10]3)[NH:5][C:4]1=[O:16].[CH3:18][CH2:19][C:20]1([C:28]2[CH:33]=[CH:32][C:31]([NH2:34])=[CH:30][CH:29]=2)[C:26](=[O:27])[NH:25][C:23](=[O:24])[CH2:22][CH2:21]1.[CH2:35](O)C, predict the reaction product. The product is: [CH2:19]([C:20]1([C:28]2[CH:29]=[CH:30][C:31]([NH:34]/[CH:35]=[C:3]3\[C:4](=[O:16])[NH:5][C:6]4[C:14]\3=[C:13]3[S:12][CH:11]=[N:10][C:9]3=[CH:8][CH:7]=4)=[CH:32][CH:33]=2)[CH2:21][CH2:22][C:23](=[O:24])[NH:25][C:26]1=[O:27])[CH3:18]. (2) Given the reactants C(OC([N:8]1[CH2:17][CH2:16][C:15]2[NH:14][N:13]=[C:12]([C:18]3[CH:23]=[CH:22][C:21]([Cl:24])=[CH:20][CH:19]=3)[C:11]=2[CH2:10][CH2:9]1)=O)(C)(C)C.Cl[CH:26]1[CH2:32][CH2:31][CH2:30][CH2:29][CH2:28][CH2:27]1.C(OC(N1CCC2NN(C3CCCCCC3)C(C3C=CC(Cl)=CC=3)C=2CC1)=O)(C)(C)C, predict the reaction product. The product is: [Cl:24][C:21]1[CH:20]=[CH:19][C:18]([C:12]2[C:11]3[CH2:10][CH2:9][NH:8][CH2:17][CH2:16][C:15]=3[N:14]([CH:26]3[CH2:32][CH2:31][CH2:30][CH2:29][CH2:28][CH2:27]3)[N:13]=2)=[CH:23][CH:22]=1. (3) Given the reactants [Cl:1][C:2]1[CH:7]=[C:6]2[NH:8][C:9](=[O:34])[C:10]3([CH:15]([C:16]4[CH:21]=[CH:20][CH:19]=[C:18]([Cl:22])[CH:17]=4)[CH2:14][C:13](=[O:23])[NH:12][CH:11]3[C:24]3[CH:29]=[C:28](I)[CH:27]=[CH:26][C:25]=3[N+:31]([O-:33])=[O:32])[C:5]2=[CH:4][CH:3]=1.C[Si]([C:39]#[CH:40])(C)C.C(N(CC)CC)C.[OH-].[Na+], predict the reaction product. The product is: [Cl:1][C:2]1[CH:7]=[C:6]2[NH:8][C:9](=[O:34])[C:10]3([CH:15]([C:16]4[CH:21]=[CH:20][CH:19]=[C:18]([Cl:22])[CH:17]=4)[CH2:14][C:13](=[O:23])[NH:12][CH:11]3[C:24]3[CH:29]=[C:28]([C:39]#[CH:40])[CH:27]=[CH:26][C:25]=3[N+:31]([O-:33])=[O:32])[C:5]2=[CH:4][CH:3]=1. (4) Given the reactants [Cl:1][C:2]1[CH:3]=[CH:4][C:5]([C:31]#[N:32])=[C:6]([CH:30]=1)[O:7][C@@H:8]([C:24]1[CH:29]=[CH:28][CH:27]=[CH:26][CH:25]=1)[CH2:9][CH2:10][N:11]1[CH2:16][CH2:15][N:14](C(OC(C)(C)C)=O)[CH2:13][CH2:12]1.C(=O)(O)[O-].[Na+], predict the reaction product. The product is: [ClH:1].[ClH:1].[Cl:1][C:2]1[CH:3]=[CH:4][C:5]([C:31]#[N:32])=[C:6]([O:7][C@@H:8]([C:24]2[CH:29]=[CH:28][CH:27]=[CH:26][CH:25]=2)[CH2:9][CH2:10][N:11]2[CH2:16][CH2:15][NH:14][CH2:13][CH2:12]2)[CH:30]=1. (5) Given the reactants [Cl:1][C:2]1[CH:7]=[CH:6][C:5]([C@H:8]2[N:15]3[C:11]([S:12][C:13]([C:19]([OH:21])=O)=[C:14]3[CH:16]([CH3:18])[CH3:17])=[N:10][C@H:9]2[C:22]2[CH:27]=[CH:26][C:25]([Cl:28])=[CH:24][CH:23]=2)=[CH:4][CH:3]=1.[NH:29]1[CH2:34][CH2:33][O:32][CH2:31][CH2:30]1, predict the reaction product. The product is: [Cl:28][C:25]1[CH:26]=[CH:27][C:22]([C@H:9]2[N:10]3[C:11]([S:12][C:13]([C:19]([N:29]4[CH2:34][CH2:33][O:32][CH2:31][CH2:30]4)=[O:21])=[C:14]3[CH:16]([CH3:18])[CH3:17])=[N:15][C@H:8]2[C:5]2[CH:6]=[CH:7][C:2]([Cl:1])=[CH:3][CH:4]=2)=[CH:23][CH:24]=1. (6) Given the reactants [CH2:1]1[C:10]2[C:5](=[CH:6][C:7]([NH:11][C:12]([C:14]3[CH2:19][CH2:18][CH2:17][CH2:16][C:15]=3[C:20]3[CH:25]=[CH:24][C:23]([C:26]([F:29])([F:28])[F:27])=[CH:22][CH:21]=3)=[O:13])=[CH:8][CH:9]=2)[CH2:4][CH2:3][NH:2]1.C(N(CC)CC)C.CS(O[CH2:42][C:43]1[N:47]=[CH:46][N:45]([C:48]([C:61]2[CH:66]=[CH:65][CH:64]=[CH:63][CH:62]=2)([C:55]2[CH:60]=[CH:59][CH:58]=[CH:57][CH:56]=2)[C:49]2[CH:54]=[CH:53][CH:52]=[CH:51][CH:50]=2)[N:44]=1)(=O)=O.O, predict the reaction product. The product is: [F:29][C:26]([F:27])([F:28])[C:23]1[CH:22]=[CH:21][C:20]([C:15]2[CH2:16][CH2:17][CH2:18][CH2:19][C:14]=2[C:12]([NH:11][C:7]2[CH:6]=[C:5]3[C:10](=[CH:9][CH:8]=2)[CH2:1][N:2]([CH2:42][C:43]2[N:47]=[CH:46][N:45]([C:48]([C:49]4[CH:54]=[CH:53][CH:52]=[CH:51][CH:50]=4)([C:55]4[CH:56]=[CH:57][CH:58]=[CH:59][CH:60]=4)[C:61]4[CH:66]=[CH:65][CH:64]=[CH:63][CH:62]=4)[N:44]=2)[CH2:3][CH2:4]3)=[O:13])=[CH:25][CH:24]=1.